From a dataset of Peptide-MHC class II binding affinity with 134,281 pairs from IEDB. Regression. Given a peptide amino acid sequence and an MHC pseudo amino acid sequence, predict their binding affinity value. This is MHC class II binding data. The peptide sequence is DASFKESFAIHLDYT. The MHC is H-2-IAb with pseudo-sequence H-2-IAb. The binding affinity (normalized) is 0.536.